From a dataset of Merck oncology drug combination screen with 23,052 pairs across 39 cell lines. Regression. Given two drug SMILES strings and cell line genomic features, predict the synergy score measuring deviation from expected non-interaction effect. (1) Drug 2: CNC(=O)c1cc(Oc2ccc(NC(=O)Nc3ccc(Cl)c(C(F)(F)F)c3)cc2)ccn1. Cell line: SKOV3. Drug 1: CN(Cc1cnc2nc(N)nc(N)c2n1)c1ccc(C(=O)NC(CCC(=O)O)C(=O)O)cc1. Synergy scores: synergy=15.7. (2) Drug 1: CNC(=O)c1cc(Oc2ccc(NC(=O)Nc3ccc(Cl)c(C(F)(F)F)c3)cc2)ccn1. Drug 2: CCc1cnn2c(NCc3ccc[n+]([O-])c3)cc(N3CCCCC3CCO)nc12. Cell line: COLO320DM. Synergy scores: synergy=-1.74.